From a dataset of Full USPTO retrosynthesis dataset with 1.9M reactions from patents (1976-2016). Predict the reactants needed to synthesize the given product. The reactants are: [CH2:1]([O:3][C:4]1[C:8]([CH2:9][CH2:10][C:11]([O:13][CH2:14][CH3:15])=[O:12])=[CH:7][NH:6][N:5]=1)[CH3:2].[H-].[Na+].F[C:19]1[CH:24]=[CH:23][CH:22]=[CH:21][N:20]=1.Cl. Given the product [CH2:1]([O:3][C:4]1[C:8]([CH2:9][CH2:10][C:11]([O:13][CH2:14][CH3:15])=[O:12])=[CH:7][N:6]([C:19]2[CH:24]=[CH:23][CH:22]=[CH:21][N:20]=2)[N:5]=1)[CH3:2], predict the reactants needed to synthesize it.